Dataset: NCI-60 drug combinations with 297,098 pairs across 59 cell lines. Task: Regression. Given two drug SMILES strings and cell line genomic features, predict the synergy score measuring deviation from expected non-interaction effect. (1) Drug 1: CC12CCC3C(C1CCC2=O)CC(=C)C4=CC(=O)C=CC34C. Drug 2: CC1CCC2CC(C(=CC=CC=CC(CC(C(=O)C(C(C(=CC(C(=O)CC(OC(=O)C3CCCCN3C(=O)C(=O)C1(O2)O)C(C)CC4CCC(C(C4)OC)O)C)C)O)OC)C)C)C)OC. Cell line: HOP-62. Synergy scores: CSS=53.9, Synergy_ZIP=-5.87, Synergy_Bliss=-3.65, Synergy_Loewe=-1.97, Synergy_HSA=-1.57. (2) Drug 1: CN(CC1=CN=C2C(=N1)C(=NC(=N2)N)N)C3=CC=C(C=C3)C(=O)NC(CCC(=O)O)C(=O)O. Drug 2: CCC1(CC2CC(C3=C(CCN(C2)C1)C4=CC=CC=C4N3)(C5=C(C=C6C(=C5)C78CCN9C7C(C=CC9)(C(C(C8N6C=O)(C(=O)OC)O)OC(=O)C)CC)OC)C(=O)OC)O.OS(=O)(=O)O. Cell line: MOLT-4. Synergy scores: CSS=99.2, Synergy_ZIP=-0.418, Synergy_Bliss=-1.67, Synergy_Loewe=-1.24, Synergy_HSA=-1.06. (3) Drug 1: CC(C1=C(C=CC(=C1Cl)F)Cl)OC2=C(N=CC(=C2)C3=CN(N=C3)C4CCNCC4)N. Drug 2: COC1=C(C=C2C(=C1)N=CN=C2NC3=CC(=C(C=C3)F)Cl)OCCCN4CCOCC4. Cell line: SK-MEL-28. Synergy scores: CSS=53.8, Synergy_ZIP=20.6, Synergy_Bliss=24.3, Synergy_Loewe=21.3, Synergy_HSA=20.9. (4) Drug 1: C1=NC2=C(N1)C(=S)N=C(N2)N. Drug 2: CN(CC1=CN=C2C(=N1)C(=NC(=N2)N)N)C3=CC=C(C=C3)C(=O)NC(CCC(=O)O)C(=O)O. Cell line: NCI-H522. Synergy scores: CSS=34.8, Synergy_ZIP=-6.53, Synergy_Bliss=-4.73, Synergy_Loewe=-9.95, Synergy_HSA=-4.05. (5) Drug 1: CCCS(=O)(=O)NC1=C(C(=C(C=C1)F)C(=O)C2=CNC3=C2C=C(C=N3)C4=CC=C(C=C4)Cl)F. Drug 2: C1C(C(OC1N2C=NC(=NC2=O)N)CO)O. Cell line: CAKI-1. Synergy scores: CSS=25.2, Synergy_ZIP=-3.86, Synergy_Bliss=4.77, Synergy_Loewe=5.17, Synergy_HSA=7.77. (6) Drug 1: C1=NC2=C(N1)C(=S)N=C(N2)N. Drug 2: CCCCCOC(=O)NC1=NC(=O)N(C=C1F)C2C(C(C(O2)C)O)O. Cell line: OVCAR-8. Synergy scores: CSS=31.5, Synergy_ZIP=0.0993, Synergy_Bliss=3.39, Synergy_Loewe=-33.9, Synergy_HSA=2.75. (7) Drug 1: C#CCC(CC1=CN=C2C(=N1)C(=NC(=N2)N)N)C3=CC=C(C=C3)C(=O)NC(CCC(=O)O)C(=O)O. Drug 2: COCCOC1=C(C=C2C(=C1)C(=NC=N2)NC3=CC=CC(=C3)C#C)OCCOC.Cl. Cell line: HCT-15. Synergy scores: CSS=11.7, Synergy_ZIP=-0.0872, Synergy_Bliss=-1.56, Synergy_Loewe=0.664, Synergy_HSA=0.221.